This data is from Forward reaction prediction with 1.9M reactions from USPTO patents (1976-2016). The task is: Predict the product of the given reaction. (1) Given the reactants CS([C:5]1[N:10]=[C:9]([C:11]2[N:15]3[CH:16]=[CH:17][CH:18]=[CH:19][C:14]3=[N:13][C:12]=2[C:20]2[CH:25]=[CH:24][CH:23]=[C:22]([CH3:26])[N:21]=2)[CH:8]=[CH:7][N:6]=1)(=O)=O.[C:27]([O:31][C:32](=[O:40])[NH:33][CH2:34][CH2:35][CH2:36][CH2:37][CH2:38][NH2:39])([CH3:30])([CH3:29])[CH3:28], predict the reaction product. The product is: [C:27]([O:31][C:32](=[O:40])[NH:33][CH2:34][CH2:35][CH2:36][CH2:37][CH2:38][NH:39][C:5]1[N:10]=[C:9]([C:11]2[N:15]3[CH:16]=[CH:17][CH:18]=[CH:19][C:14]3=[N:13][C:12]=2[C:20]2[CH:25]=[CH:24][CH:23]=[C:22]([CH3:26])[N:21]=2)[CH:8]=[CH:7][N:6]=1)([CH3:30])([CH3:28])[CH3:29]. (2) Given the reactants [Br:1][C:2]1[CH:3]=[C:4]([CH2:8][N:9]([CH2:20][CH:21](OC)OC)S(C2C=CC(C)=CC=2)(=O)=O)[S:5][C:6]=1[CH3:7].Cl.[OH-].[Na+], predict the reaction product. The product is: [Br:1][C:2]1[C:3]2[C:4](=[CH:8][N:9]=[CH:20][CH:21]=2)[S:5][C:6]=1[CH3:7]. (3) The product is: [CH:1]1[C:11]2[CH2:10][CH2:9][C:8]3[CH:12]=[CH:13][CH:14]=[CH:15][C:7]=3[C:6](=[CH:16][C:17]3[CH:18]=[C:19]([NH:23][S:28]([CH2:24][CH2:25][CH2:26][CH3:27])(=[O:30])=[O:29])[CH:20]=[CH:21][CH:22]=3)[C:5]=2[CH:4]=[CH:3][CH:2]=1. Given the reactants [CH:1]1[C:11]2[CH2:10][CH2:9][C:8]3[CH:12]=[CH:13][CH:14]=[CH:15][C:7]=3[C:6](=[CH:16][C:17]3[CH:18]=[C:19]([NH2:23])[CH:20]=[CH:21][CH:22]=3)[C:5]=2[CH:4]=[CH:3][CH:2]=1.[CH2:24]([S:28](Cl)(=[O:30])=[O:29])[CH2:25][CH2:26][CH3:27], predict the reaction product. (4) Given the reactants O1CCOCC1.Br[C:8]1[CH:9]=[N:10][C:11]([CH2:14][CH2:15][CH2:16][CH2:17][N:18]2[CH:22]=[CH:21][N:20]=[N:19]2)=[N:12][CH:13]=1.[B:23]1(B2OC(C)(C)C(C)(C)O2)[O:27]C(C)(C)C(C)(C)[O:24]1.C([O-])(=O)C.[K+], predict the reaction product. The product is: [N:18]1([CH2:17][CH2:16][CH2:15][CH2:14][C:11]2[N:10]=[CH:9][C:8]([B:23]([OH:27])[OH:24])=[CH:13][N:12]=2)[CH:22]=[CH:21][N:20]=[N:19]1. (5) The product is: [F:31][C:2]([F:1])([F:32])[C:3]1([CH2:7][N:8]2[CH2:9][CH2:10][CH:11]([CH2:14][O:15][C:16]3[CH:17]=[CH:18][C:19]([C:22]4[CH:27]=[CH:26][C:25]([C:28](=[O:30])[CH3:29])=[CH:24][CH:23]=4)=[CH:20][CH:21]=3)[CH2:12][CH2:13]2)[CH2:6][CH2:5][CH2:4]1. Given the reactants [F:1][C:2]([F:32])([F:31])[C:3]1([CH2:7][N:8]2[CH2:13][CH2:12][CH:11]([CH2:14][O:15][C:16]3[CH:21]=[CH:20][C:19]([C:22]4[CH:27]=[CH:26][C:25]([CH:28]([OH:30])[CH3:29])=[CH:24][CH:23]=4)=[CH:18][CH:17]=3)[CH2:10][CH2:9]2)[CH2:6][CH2:5][CH2:4]1.CC(OI1(OC(C)=O)(OC(C)=O)OC(=O)C2C=CC=CC1=2)=O.C([O-])(O)=O.[Na+], predict the reaction product. (6) Given the reactants [CH2:1]([O:8][C:9]1[C:10]([CH2:17][CH2:18][CH2:19][CH2:20][CH2:21][CH2:22][CH2:23][CH2:24][CH2:25][CH2:26][O:27][CH2:28][O:29][CH3:30])=[N:11][C:12](Cl)=[N:13][C:14]=1[CH3:15])[C:2]1[CH:7]=[CH:6][CH:5]=[CH:4][CH:3]=1.[Na].[CH3:32][OH:33], predict the reaction product. The product is: [CH2:1]([O:8][C:9]1[C:10]([CH2:17][CH2:18][CH2:19][CH2:20][CH2:21][CH2:22][CH2:23][CH2:24][CH2:25][CH2:26][O:27][CH2:28][O:29][CH3:30])=[N:11][C:12]([O:33][CH3:32])=[N:13][C:14]=1[CH3:15])[C:2]1[CH:7]=[CH:6][CH:5]=[CH:4][CH:3]=1.